Task: Predict the reaction yield, written as a fraction of the theoretical maximum amount of product (1.0 means a 100% yield; for example, 0.34 means a 34% yield).. Dataset: Reaction yield outcomes from USPTO patents with 853,638 reactions (1) The reactants are [OH:1][C:2]1[C:3]([C:18](=O)[CH3:19])=[N:4][N:5]([CH3:17])[C:6]=1[C:7]1[CH:12]=[CH:11][C:10]([CH2:13][CH:14]([CH3:16])[CH3:15])=[CH:9][CH:8]=1.[NH:21]([C:23]([NH:25][C:26]1[CH:34]=[CH:33][C:29]([C:30]([OH:32])=[O:31])=[CH:28][CH:27]=1)=[S:24])[NH2:22].CN(C)C=O. The catalyst is Cl.O. The product is [OH:1][C:2]1[C:3]([C:18](=[N:22][NH:21][C:23]([NH:25][C:26]2[CH:34]=[CH:33][C:29]([C:30]([OH:32])=[O:31])=[CH:28][CH:27]=2)=[S:24])[CH3:19])=[N:4][N:5]([CH3:17])[C:6]=1[C:7]1[CH:12]=[CH:11][C:10]([CH2:13][CH:14]([CH3:16])[CH3:15])=[CH:9][CH:8]=1. The yield is 0.750. (2) The reactants are [Cl:1][C:2]1[C:7]([OH:8])=[C:6]([I:9])[CH:5]=[C:4]([CH2:10][OH:11])[N:3]=1.[H-].[Na+].[CH2:14](Br)[CH:15]=[CH2:16]. The catalyst is CN(C=O)C.CCOC(C)=O. The product is [CH2:16]([O:8][C:7]1[C:2]([Cl:1])=[N:3][C:4]([CH2:10][OH:11])=[CH:5][C:6]=1[I:9])[CH:15]=[CH2:14]. The yield is 0.680. (3) The reactants are [CH2:1]([N:3]([CH2:7][CH2:8][N:9]1C(=O)C2=CC=CC=C2C1=O)[CH2:4][CH2:5][F:6])[CH3:2].O.NN. The catalyst is C(O)C. The product is [NH2:9][CH2:8][CH2:7][N:3]([CH2:1][CH3:2])[CH2:4][CH2:5][F:6]. The yield is 0.560. (4) The reactants are [C:1]([C:3]1[CH:8]=[CH:7][CH:6]=[CH:5][C:4]=1[C:9]1[CH:14]=[CH:13][C:12]([CH2:15][C:16]2[C:17](=[O:42])[N:18]([C@H:28]3[CH2:33][CH2:32][C@H:31]([O:34][CH2:35][C:36](N(OC)C)=[O:37])[CH2:30][CH2:29]3)[C:19]3[N:20]([N:25]=[CH:26][N:27]=3)[C:21]=2[CH2:22][CH2:23][CH3:24])=[CH:11][CH:10]=1)#[N:2].[CH:43]([Mg]Br)=[CH2:44].Cl. The catalyst is O1CCCC1. The product is [O:42]=[C:17]1[C:16]([CH2:15][C:12]2[CH:11]=[CH:10][C:9]([C:4]3[C:3]([C:1]#[N:2])=[CH:8][CH:7]=[CH:6][CH:5]=3)=[CH:14][CH:13]=2)=[C:21]([CH2:22][CH2:23][CH3:24])[N:20]2[N:25]=[CH:26][N:27]=[C:19]2[N:18]1[C@H:28]1[CH2:29][CH2:30][C@H:31]([O:34][CH2:35][C:36](=[O:37])[CH:43]=[CH2:44])[CH2:32][CH2:33]1. The yield is 0.460. (5) The reactants are [Br:1][C:2]1[CH:7]=[CH:6][C:5]([CH2:8][C@@H:9]([NH:14][C:15]([O:17][C:18]([CH3:21])([CH3:20])[CH3:19])=[O:16])[CH2:10][C:11]([OH:13])=[O:12])=[CH:4][CH:3]=1.C([O-])(O)=O.[Na+].[CH2:27](I)[CH3:28]. The catalyst is CN(C=O)C. The product is [Br:1][C:2]1[CH:3]=[CH:4][C:5]([CH2:8][C@@H:9]([NH:14][C:15]([O:17][C:18]([CH3:21])([CH3:20])[CH3:19])=[O:16])[CH2:10][C:11]([O:13][CH2:27][CH3:28])=[O:12])=[CH:6][CH:7]=1. The yield is 0.940. (6) The reactants are [Si:1]([O:18][C@@H:19]1[CH2:35][C:34]2[C@@:22]([CH3:41])([CH:23]3[CH:31]([CH2:32][CH:33]=2)[CH:30]2[C@@:26]([CH3:40])([C@@H:27]([C:36](=O)[CH2:37][OH:38])[CH2:28][CH2:29]2)[CH2:25][CH2:24]3)[CH2:21][CH2:20]1)([C:14]([CH3:17])([CH3:16])[CH3:15])([C:8]1[CH:13]=[CH:12][CH:11]=[CH:10][CH:9]=1)[C:2]1[CH:7]=[CH:6][CH:5]=[CH:4][CH:3]=1.C(N(CC)CC)C.C1(P(=[C:68]=[C:69]=[O:70])(C2C=CC=CC=2)C2C=CC=CC=2)C=CC=CC=1. The catalyst is C1(C)C=CC=CC=1. The product is [Si:1]([O:18][C@@H:19]1[CH2:20][C:21]2[C@@:22]([CH3:41])([CH:23]3[CH:31]([CH2:32][CH:33]=2)[CH:30]2[C@@:26]([CH3:40])([C@@H:27]([C:36]4[CH2:37][O:38][C:69](=[O:70])[CH:68]=4)[CH2:28][CH2:29]2)[CH2:25][CH2:24]3)[CH2:34][CH2:35]1)([C:14]([CH3:15])([CH3:16])[CH3:17])([C:8]1[CH:13]=[CH:12][CH:11]=[CH:10][CH:9]=1)[C:2]1[CH:7]=[CH:6][CH:5]=[CH:4][CH:3]=1. The yield is 0.380. (7) The reactants are N[C:2]1[C:11]([O:12]C)=[C:10]([O:14][CH3:15])[CH:9]=[C:8]2[C:3]=1[C:4](=[O:22])[C:5]([C:19]([OH:21])=[O:20])=[CH:6][N:7]2[CH:16]1[CH2:18][CH2:17]1.[ClH:23].N([O-])=O.[Na+]. The catalyst is O. The product is [Cl:23][C:2]1[C:11]([OH:12])=[C:10]([O:14][CH3:15])[CH:9]=[C:8]2[C:3]=1[C:4](=[O:22])[C:5]([C:19]([OH:21])=[O:20])=[CH:6][N:7]2[CH:16]1[CH2:18][CH2:17]1. The yield is 0.810. (8) The reactants are Br[C:2]1[C:7]([Cl:8])=[CH:6][C:5]([C:9]2[C:18]3[C:13](=[CH:14][C:15]([S:19]([NH:22][C:23]4[N:28]=[CH:27][CH:26]=[CH:25][N:24]=4)(=[O:21])=[O:20])=[CH:16][CH:17]=3)[N:12]=[CH:11][N:10]=2)=[C:4]([O:29][CH3:30])[CH:3]=1.[Cl:31][C:32]1[CH:33]=[C:34](B(O)O)[CH:35]=[CH:36][C:37]=1[F:38].C(=O)([O-])[O-].[K+].[K+].O1CCOCC1. The catalyst is C(OCC)(=O)C.C1C=CC([P]([Pd]([P](C2C=CC=CC=2)(C2C=CC=CC=2)C2C=CC=CC=2)([P](C2C=CC=CC=2)(C2C=CC=CC=2)C2C=CC=CC=2)[P](C2C=CC=CC=2)(C2C=CC=CC=2)C2C=CC=CC=2)(C2C=CC=CC=2)C2C=CC=CC=2)=CC=1.CCCCCCC.O. The product is [Cl:8][C:7]1[CH:6]=[C:5]([C:9]2[C:18]3[C:13](=[CH:14][C:15]([S:19]([NH:22][C:23]4[N:24]=[CH:25][CH:26]=[CH:27][N:28]=4)(=[O:21])=[O:20])=[CH:16][CH:17]=3)[N:12]=[CH:11][N:10]=2)[C:4]([O:29][CH3:30])=[CH:3][C:2]=1[C:34]1[CH:35]=[CH:36][C:37]([F:38])=[C:32]([Cl:31])[CH:33]=1. The yield is 0.940.